Dataset: Forward reaction prediction with 1.9M reactions from USPTO patents (1976-2016). Task: Predict the product of the given reaction. (1) Given the reactants [Cl:1][C:2]1[CH:3]=[C:4]([N:8]2[C:13](=[O:14])[C:12]([O:15][CH2:16][C:17]([OH:20])([CH3:19])[CH3:18])=[C:11]([C:21]3[CH:26]=[CH:25][C:24]([S:27]([NH2:30])(=[O:29])=[O:28])=[CH:23][CH:22]=3)[CH:10]=[N:9]2)[CH:5]=[CH:6][CH:7]=1.[C:31](OC(=O)C)(=[O:33])[CH3:32].C(N(CC)CC)C, predict the reaction product. The product is: [Cl:1][C:2]1[CH:3]=[C:4]([N:8]2[C:13](=[O:14])[C:12]([O:15][CH2:16][C:17]([OH:20])([CH3:19])[CH3:18])=[C:11]([C:21]3[CH:22]=[CH:23][C:24]([S:27]([NH:30][C:31](=[O:33])[CH3:32])(=[O:28])=[O:29])=[CH:25][CH:26]=3)[CH:10]=[N:9]2)[CH:5]=[CH:6][CH:7]=1. (2) Given the reactants [Li]CCCC.[N:6]1([C:11]2[CH:31]=[CH:30][C:14]([CH2:15][C:16]3[C:17]([O:28][CH3:29])=[N:18][C:19]4[C:24]([C:25]=3[Cl:26])=[CH:23][C:22](Br)=[CH:21][CH:20]=4)=[CH:13][CH:12]=2)[CH:10]=[CH:9][CH:8]=[N:7]1.[N:32]1[CH:37]=[CH:36][CH:35]=[C:34]([C:38]([C:40]2[CH:45]=[CH:44][C:43]([C:46]([F:49])([F:48])[F:47])=[CH:42][CH:41]=2)=[O:39])[CH:33]=1, predict the reaction product. The product is: [N:6]1([C:11]2[CH:31]=[CH:30][C:14]([CH2:15][C:16]3[C:17]([O:28][CH3:29])=[N:18][C:19]4[C:24]([C:25]=3[Cl:26])=[CH:23][C:22]([C:38]([C:34]3[CH:33]=[N:32][CH:37]=[CH:36][CH:35]=3)([C:40]3[CH:41]=[CH:42][C:43]([C:46]([F:47])([F:48])[F:49])=[CH:44][CH:45]=3)[OH:39])=[CH:21][CH:20]=4)=[CH:13][CH:12]=2)[CH:10]=[CH:9][CH:8]=[N:7]1.